Task: Predict the reaction yield, written as a fraction of the theoretical maximum amount of product (1.0 means a 100% yield; for example, 0.34 means a 34% yield).. Dataset: Reaction yield outcomes from USPTO patents with 853,638 reactions (1) The reactants are C[Si]([N-][Si](C)(C)C)(C)C.[K+].[F:11][C:12]1[CH:13]=[C:14]2[C:18](=[CH:19][CH:20]=1)[NH:17][CH:16]=[CH:15]2.[C:21]1([S:27](Cl)(=[O:29])=[O:28])[CH:26]=[CH:25][CH:24]=[CH:23][CH:22]=1. The catalyst is CN(C=O)C. The product is [C:21]1([S:27]([N:17]2[C:18]3[C:14](=[CH:13][C:12]([F:11])=[CH:20][CH:19]=3)[CH:15]=[CH:16]2)(=[O:29])=[O:28])[CH:26]=[CH:25][CH:24]=[CH:23][CH:22]=1. The yield is 0.740. (2) The reactants are [F:1][C:2]1[CH:7]=[C:6]([F:8])[CH:5]=[CH:4][C:3]=1B(O)O.[CH3:12][C@H:13]1[CH2:18][CH2:17][CH2:16][CH2:15][N:14]1[C:19]1[C:20](OS(C(F)(F)F)(=O)=O)=[N:21][C:22]2[C:27]([N:28]=1)=[CH:26][C:25]([C:29]([O:31][CH3:32])=[O:30])=[CH:24][CH:23]=2.[O-]P([O-])([O-])=O.[K+].[K+].[K+]. The catalyst is O1CCOCC1.O.C1C=CC([P]([Pd]([P](C2C=CC=CC=2)(C2C=CC=CC=2)C2C=CC=CC=2)([P](C2C=CC=CC=2)(C2C=CC=CC=2)C2C=CC=CC=2)[P](C2C=CC=CC=2)(C2C=CC=CC=2)C2C=CC=CC=2)(C2C=CC=CC=2)C2C=CC=CC=2)=CC=1. The product is [F:1][C:2]1[CH:7]=[C:6]([F:8])[CH:5]=[CH:4][C:3]=1[C:20]1[C:19]([N:14]2[CH2:15][CH2:16][CH2:17][CH2:18][C@@H:13]2[CH3:12])=[N:28][C:27]2[C:22](=[CH:23][CH:24]=[C:25]([C:29]([O:31][CH3:32])=[O:30])[CH:26]=2)[N:21]=1. The yield is 0.700. (3) The reactants are Br[C:2]1[N:3]([CH:17]2[CH2:22][CH2:21][CH2:20][CH2:19][O:18]2)[C:4]2[C:9]([N:10]=1)=[C:8]([NH:11][C:12]([CH3:15])([CH3:14])[CH3:13])[N:7]=[C:6]([Cl:16])[N:5]=2.[CH3:23][O:24][C:25]1[CH:32]=[C:31]([O:33][CH3:34])[CH:30]=[CH:29][C:26]=1[CH2:27][NH2:28].[O-]P([O-])([O-])=O.[K+].[K+].[K+].C1(C2C=CC=CC=2)C=CC=CC=1P(C(C)(C)C)C(C)(C)C. The catalyst is C(COC)OC.C(OCC)(=O)C.C1C=CC(/C=C/C(/C=C/C2C=CC=CC=2)=O)=CC=1.C1C=CC(/C=C/C(/C=C/C2C=CC=CC=2)=O)=CC=1.C1C=CC(/C=C/C(/C=C/C2C=CC=CC=2)=O)=CC=1.[Pd].[Pd]. The product is [C:12]([NH:11][C:8]1[N:7]=[C:6]([Cl:16])[N:5]=[C:4]2[C:9]=1[N:10]=[C:2]([NH:28][CH2:27][C:26]1[CH:29]=[CH:30][C:31]([O:33][CH3:34])=[CH:32][C:25]=1[O:24][CH3:23])[N:3]2[CH:17]1[CH2:22][CH2:21][CH2:20][CH2:19][O:18]1)([CH3:15])([CH3:14])[CH3:13]. The yield is 0.580. (4) The reactants are [C:1]([N:8]1[CH2:13][CH2:12][CH:11]([CH2:14][OH:15])[CH2:10][CH2:9]1)([O:3][C:4]([CH3:7])([CH3:6])[CH3:5])=[O:2].CCN(CC)CC.CS(Cl)(=O)=O.[Br:28][C:29]1[N:34]=[CH:33][C:32](O)=[CH:31][CH:30]=1.C([O-])([O-])=O.[K+].[K+]. The catalyst is C(Cl)Cl.CN(C=O)C. The product is [Br:28][C:29]1[N:34]=[CH:33][C:32]([O:15][CH2:14][CH:11]2[CH2:12][CH2:13][N:8]([C:1]([O:3][C:4]([CH3:7])([CH3:6])[CH3:5])=[O:2])[CH2:9][CH2:10]2)=[CH:31][CH:30]=1. The yield is 0.430. (5) The reactants are Cl.[CH:2]([CH:15]1[CH2:20][CH2:19][NH:18][CH2:17][CH2:16]1)([C:9]1[CH:14]=[CH:13][CH:12]=[CH:11][CH:10]=1)[C:3]1[CH:8]=[CH:7][CH:6]=[CH:5][CH:4]=1.[F:21][C:22]1[CH:23]=[C:24]([N+:29]([O-:31])=[O:30])[CH:25]=[CH:26][C:27]=1F. No catalyst specified. The product is [CH:2]([CH:15]1[CH2:20][CH2:19][N:18]([C:27]2[CH:26]=[CH:25][C:24]([N+:29]([O-:31])=[O:30])=[CH:23][C:22]=2[F:21])[CH2:17][CH2:16]1)([C:9]1[CH:10]=[CH:11][CH:12]=[CH:13][CH:14]=1)[C:3]1[CH:4]=[CH:5][CH:6]=[CH:7][CH:8]=1. The yield is 0.822. (6) The reactants are [Cl:1][C:2]1[CH:3]=[C:4]([CH:19]=[CH:20][C:21]=1[Cl:22])[CH2:5][C:6]1[N:7]=[C:8]([N:13]2[CH2:18][CH2:17][O:16][CH2:15][CH2:14]2)[S:9][C:10]=1[CH2:11]O.CC(C)(O)[C:25]#[N:26].N(C(N1CCCCC1)=O)=NC(N1CCCCC1)=O.C(P(CCCC)CCCC)CCC. The catalyst is C1COCC1. The product is [Cl:1][C:2]1[CH:3]=[C:4]([CH:19]=[CH:20][C:21]=1[Cl:22])[CH2:5][C:6]1[N:7]=[C:8]([N:13]2[CH2:18][CH2:17][O:16][CH2:15][CH2:14]2)[S:9][C:10]=1[CH2:11][C:25]#[N:26]. The yield is 0.450. (7) The reactants are Cl[C:2]1[N:11]=[C:10]([NH:12][CH2:13][CH:14]([C:21]2[CH:26]=[CH:25][CH:24]=[CH:23][CH:22]=2)[C:15]2[CH:20]=[CH:19][CH:18]=[CH:17][CH:16]=2)[C:9]2[C:4](=[CH:5][CH:6]=[CH:7][CH:8]=2)[N:3]=1.NC1N=CC(B(O)O)=CN=1.C(NC1C2C(=CC=CC=2)[N:54]=[C:53]([C:61]2SC3C=CC=[CH:69][C:63]=3[CH:62]=2)[N:52]=1)(C1C=CC=CC=1)C1C=CC=CC=1. The catalyst is C1CCCCC1.CCOC(C)=O. The product is [NH2:54][C:53]1[N:52]=[CH:69][C:63]([C:2]2[N:11]=[C:10]([NH:12][CH2:13][CH:14]([C:21]3[CH:26]=[CH:25][CH:24]=[CH:23][CH:22]=3)[C:15]3[CH:20]=[CH:19][CH:18]=[CH:17][CH:16]=3)[C:9]3[C:4](=[CH:5][CH:6]=[CH:7][CH:8]=3)[N:3]=2)=[CH:62][CH:61]=1. The yield is 0.550. (8) The reactants are Br[C:2]1[CH:3]=[C:4]([N+:9]([O-:11])=[O:10])[C:5]([CH3:8])=[N:6][CH:7]=1.[CH2:12]([N:15]([CH3:17])[CH3:16])[C:13]#[CH:14]. The catalyst is C(NCC)C.CCOC(C)=O.C([O-])([O-])=O.[Na+].[Na+].[Cu](I)I.Cl[Pd](Cl)([P](C1C=CC=CC=1)(C1C=CC=CC=1)C1C=CC=CC=1)[P](C1C=CC=CC=1)(C1C=CC=CC=1)C1C=CC=CC=1. The product is [CH3:16][N:15]([CH3:17])[CH2:12][C:13]#[C:14][C:2]1[CH:7]=[N:6][C:5]([CH3:8])=[C:4]([N+:9]([O-:11])=[O:10])[CH:3]=1. The yield is 0.910. (9) The reactants are [CH:1]([OH:4])([CH3:3])[CH3:2].[H-].[Na+].[CH2:7]([N:14]1[CH2:23][CH2:22][C:21]2[N:20]=[C:19](Cl)[CH:18]=[CH:17][C:16]=2[CH2:15]1)[C:8]1[CH:13]=[CH:12][CH:11]=[CH:10][CH:9]=1.O. The catalyst is C1(C)C=CC=CC=1.C1C=CC(/C=C/C(/C=C/C2C=CC=CC=2)=O)=CC=1.C1C=CC(/C=C/C(/C=C/C2C=CC=CC=2)=O)=CC=1.C1C=CC(/C=C/C(/C=C/C2C=CC=CC=2)=O)=CC=1.[Pd].[Pd].C1C=CC(P(C2C(C3C(P(C4C=CC=CC=4)C4C=CC=CC=4)=CC=C4C=3C=CC=C4)=C3C(C=CC=C3)=CC=2)C2C=CC=CC=2)=CC=1. The product is [CH2:7]([N:14]1[CH2:23][CH2:22][C:21]2[N:20]=[C:19]([O:4][CH:1]([CH3:3])[CH3:2])[CH:18]=[CH:17][C:16]=2[CH2:15]1)[C:8]1[CH:9]=[CH:10][CH:11]=[CH:12][CH:13]=1. The yield is 0.550. (10) The reactants are [Cl:1][C:2]1[CH:7]=[CH:6][C:5](B(O)O)=[CH:4][CH:3]=1.[C:11](=O)([O-])[O-].[K+].[K+].Br[C:18]1[S:22][C:21]([C:23]([O:25][CH3:26])=[O:24])=[C:20]([C:27]2[C:36]3[CH2:35][CH2:34][CH2:33][CH2:32][C:31]=3[C:30]([S:37](=[O:40])(=[O:39])[NH2:38])=[CH:29][CH:28]=2)[C:19]=1[CH3:41]. The catalyst is C1(C)C=CC=CC=1.C(O)C. The product is [Cl:1][C:2]1[CH:7]=[CH:6][C:5]([C:18]2[S:22][C:21]([C:23]([O:25][CH2:26][CH3:11])=[O:24])=[C:20]([C:27]3[C:36]4[CH2:35][CH2:34][CH2:33][CH2:32][C:31]=4[C:30]([S:37](=[O:40])(=[O:39])[NH2:38])=[CH:29][CH:28]=3)[C:19]=2[CH3:41])=[CH:4][CH:3]=1. The yield is 0.350.